Predict the reactants needed to synthesize the given product. From a dataset of Full USPTO retrosynthesis dataset with 1.9M reactions from patents (1976-2016). Given the product [C:24]([O:27][CH2:28][C:29]1[C:30]([N:44]2[CH2:55][CH2:54][N:53]3[C:46](=[CH:47][C:48]4[CH2:49][C:50]([CH3:57])([CH3:56])[CH2:51][C:52]=43)[C:45]2=[O:58])=[N:31][CH:32]=[CH:33][C:34]=1[C:2]1[CH:3]=[C:4]([NH:10][C:11]2[CH:23]=[C:14]3[CH2:15][N:16]([CH2:19][CH2:20][C:21]#[N:22])[CH2:17][CH2:18][N:13]3[N:12]=2)[C:5](=[O:9])[N:6]([CH3:8])[CH:7]=1)(=[O:26])[CH3:25], predict the reactants needed to synthesize it. The reactants are: Br[C:2]1[CH:3]=[C:4]([NH:10][C:11]2[CH:23]=[C:14]3[CH2:15][N:16]([CH2:19][CH2:20][C:21]#[N:22])[CH2:17][CH2:18][N:13]3[N:12]=2)[C:5](=[O:9])[N:6]([CH3:8])[CH:7]=1.[C:24]([O:27][CH2:28][C:29]1[C:30]([N:44]2[CH2:55][CH2:54][N:53]3[C:46](=[CH:47][C:48]4[CH2:49][C:50]([CH3:57])([CH3:56])[CH2:51][C:52]=43)[C:45]2=[O:58])=[N:31][CH:32]=[CH:33][C:34]=1B1OC(C)(C)C(C)(C)O1)(=[O:26])[CH3:25].